This data is from Forward reaction prediction with 1.9M reactions from USPTO patents (1976-2016). The task is: Predict the product of the given reaction. (1) Given the reactants [Cl:1][C:2]1[CH:3]=[CH:4][C:5]([O:36][CH3:37])=[C:6]([S:8]([NH:11][C@H:12]2[CH2:16][N:15]([C:17]([O:19][C:20]([CH3:23])([CH3:22])[CH3:21])=[O:18])[C@@H:14]([CH2:24][N:25]3C(=O)C4C(=CC=CC=4)C3=O)[CH2:13]2)(=[O:10])=[O:9])[CH:7]=1.O.NN, predict the reaction product. The product is: [NH2:25][CH2:24][C@H:14]1[CH2:13][C@@H:12]([NH:11][S:8]([C:6]2[CH:7]=[C:2]([Cl:1])[CH:3]=[CH:4][C:5]=2[O:36][CH3:37])(=[O:10])=[O:9])[CH2:16][N:15]1[C:17]([O:19][C:20]([CH3:23])([CH3:22])[CH3:21])=[O:18]. (2) Given the reactants CON(C)[C:4]([C:6]1[C:15](=[O:16])[C:14]2[C:9](=[CH:10][CH:11]=[CH:12][CH:13]=2)[N:8]([CH2:17][C:18]2[CH:23]=[CH:22][CH:21]=[C:20]([Br:24])[N:19]=2)[CH:7]=1)=[O:5].[CH2:26]1[CH2:30]O[CH2:28][CH2:27]1, predict the reaction product. The product is: [Br:24][C:20]1[N:19]=[C:18]([CH2:17][N:8]2[C:9]3[C:14](=[CH:13][CH:12]=[CH:11][CH:10]=3)[C:15](=[O:16])[C:6]([C:4](=[O:5])[C:26]3[CH:30]=[CH:10][C:9]([CH:14]([CH3:15])[CH3:13])=[CH:28][CH:27]=3)=[CH:7]2)[CH:23]=[CH:22][CH:21]=1.